This data is from Catalyst prediction with 721,799 reactions and 888 catalyst types from USPTO. The task is: Predict which catalyst facilitates the given reaction. (1) Reactant: C([Si](C)(C)[O:6][C:7]1[CH:8]=[C:9]([OH:13])[CH:10]=[CH:11][CH:12]=1)(C)(C)C.Br[C:17]1[N:22]=[CH:21][C:20]2[N:23]=[C:24]([C:28]3[C:29]([NH2:33])=[N:30][O:31][N:32]=3)[N:25]([CH2:26][CH3:27])[C:19]=2[CH:18]=1.N1C2C(=CC=C3C=2N=CC=C3)C=CC=1.C(=O)([O-])[O-].[Cs+].[Cs+]. Product: [NH2:33][C:29]1[C:28]([C:24]2[N:25]([CH2:26][CH3:27])[C:19]3[CH:18]=[C:17]([O:6][C:7]4[CH:8]=[C:9]([OH:13])[CH:10]=[CH:11][CH:12]=4)[N:22]=[CH:21][C:20]=3[N:23]=2)=[N:32][O:31][N:30]=1. The catalyst class is: 11. (2) Reactant: C(N=C(N(C)C)N(C)C)(C)(C)C.Br[CH2:14][CH:15]([CH3:17])[CH3:16].[F:18][C:19]1[CH:24]=[CH:23][C:22]([S:25]([NH:28][C:29]2[CH:34]=[CH:33][CH:32]=[C:31]([O:35][CH3:36])[N:30]=2)(=[O:27])=[O:26])=[CH:21][CH:20]=1. Product: [F:18][C:19]1[CH:20]=[CH:21][C:22]([S:25]([N:28]([CH2:14][CH:15]([CH3:17])[CH3:16])[C:29]2[CH:34]=[CH:33][CH:32]=[C:31]([O:35][CH3:36])[N:30]=2)(=[O:27])=[O:26])=[CH:23][CH:24]=1. The catalyst class is: 10. (3) Reactant: Cl.[Cl:2][C:3]1[CH:4]=[N:5][N:6]([C:8]2[C:22]([F:23])=[CH:21][C:11]([O:12][CH2:13][C@@H:14]3[C@@H:19]([NH2:20])[CH2:18][CH2:17][O:16][CH2:15]3)=[CH:10][C:9]=2[F:24])[CH:7]=1.[CH3:25][S:26](Cl)(=[O:28])=[O:27].CO. Product: [Cl:2][C:3]1[CH:4]=[N:5][N:6]([C:8]2[C:22]([F:23])=[CH:21][C:11]([O:12][CH2:13][C@@H:14]3[C@@H:19]([NH:20][S:26]([CH3:25])(=[O:28])=[O:27])[CH2:18][CH2:17][O:16][CH2:15]3)=[CH:10][C:9]=2[F:24])[CH:7]=1. The catalyst class is: 1.